This data is from Full USPTO retrosynthesis dataset with 1.9M reactions from patents (1976-2016). The task is: Predict the reactants needed to synthesize the given product. (1) Given the product [OH:7][CH2:8][C:9]([CH3:36])([C:30]1[CH:35]=[CH:34][CH:33]=[CH:32][CH:31]=1)[CH2:10][CH2:11][CH2:12][S:13][CH2:14][CH2:15][CH2:16][C:17]([CH3:18])([C:19]1[CH:24]=[CH:23][CH:22]=[CH:21][CH:20]=1)[CH2:25][OH:26], predict the reactants needed to synthesize it. The reactants are: CO.[Li+].[BH4-].C([O:7][C:8](=O)[C:9]([CH3:36])([C:30]1[CH:35]=[CH:34][CH:33]=[CH:32][CH:31]=1)[CH2:10][CH2:11][CH2:12][S:13][CH2:14][CH2:15][CH2:16][C:17]([C:25](OCC)=[O:26])([C:19]1[CH:24]=[CH:23][CH:22]=[CH:21][CH:20]=1)[CH3:18])C.Cl.[Cl-].[NH4+]. (2) The reactants are: [CH3:1][C:2]1([CH3:34])[C:11]2[CH:10]=[C:9]([Se:12][C:13]#[C:14][C:15]3[CH:24]=[CH:23][C:18]([C:19]([O:21]C)=[O:20])=[C:17]([O:25][CH3:26])[CH:16]=3)[CH:8]=[CH:7][C:6]=2[C:5]([C:27]2[CH:32]=[CH:31][C:30]([CH3:33])=[CH:29][CH:28]=2)=[CH:4][CH2:3]1.[OH-].[Na+].Cl. Given the product [CH3:1][C:2]1([CH3:34])[C:11]2[CH:10]=[C:9]([Se:12][C:13]#[C:14][C:15]3[CH:24]=[CH:23][C:18]([C:19]([OH:21])=[O:20])=[C:17]([O:25][CH3:26])[CH:16]=3)[CH:8]=[CH:7][C:6]=2[C:5]([C:27]2[CH:28]=[CH:29][C:30]([CH3:33])=[CH:31][CH:32]=2)=[CH:4][CH2:3]1, predict the reactants needed to synthesize it. (3) Given the product [CH2:1]([O:8][C:9]([NH:11][C:12]([N:14]1[CH2:18][CH2:17][CH:16]([CH2:19][N:25]=[N+:26]=[N-:27])[CH2:15]1)=[NH:13])=[O:10])[C:2]1[CH:7]=[CH:6][CH:5]=[CH:4][CH:3]=1, predict the reactants needed to synthesize it. The reactants are: [CH2:1]([O:8][C:9]([NH:11][C:12]([N:14]1[CH2:18][CH2:17][CH:16]([CH2:19]OS(C)(=O)=O)[CH2:15]1)=[NH:13])=[O:10])[C:2]1[CH:7]=[CH:6][CH:5]=[CH:4][CH:3]=1.[N-:25]=[N+:26]=[N-:27].[Na+].O. (4) The reactants are: [H-].[Na+].C([O:6][C:7](=[O:21])[C:8]1[CH:13]=[CH:12][C:11]([N+:14]([O-:16])=[O:15])=[CH:10][C:9]=1[O:17][CH2:18][CH:19]=[CH2:20])C=C.Cl. Given the product [CH2:18]([O:17][C:9]1[CH:10]=[C:11]([N+:14]([O-:16])=[O:15])[CH:12]=[CH:13][C:8]=1[C:7]([OH:21])=[O:6])[CH:19]=[CH2:20], predict the reactants needed to synthesize it.